This data is from Forward reaction prediction with 1.9M reactions from USPTO patents (1976-2016). The task is: Predict the product of the given reaction. (1) The product is: [F:48][C:2]1([F:1])[CH2:3][CH2:4][CH:5]([C:8]2[C:17]3[CH:16]([OH:18])[CH2:15][C:14]([CH3:20])([CH3:19])[CH2:13][C:12]=3[N:11]=[C:10]([CH:21]3[CH2:22][CH2:23][N:24]([C:27]4[N:32]=[CH:31][C:30]([CH2:33][N:34]([CH3:35])[S:57]([CH3:56])(=[O:59])=[O:58])=[CH:29][N:28]=4)[CH2:25][CH2:26]3)[C:9]=2[CH:36]([F:47])[C:37]2[CH:38]=[CH:39][C:40]([C:43]([F:45])([F:44])[F:46])=[CH:41][CH:42]=2)[CH2:6][CH2:7]1. Given the reactants [F:1][C:2]1([F:48])[CH2:7][CH2:6][CH:5]([C:8]2[C:17]3[CH:16]([OH:18])[CH2:15][C:14]([CH3:20])([CH3:19])[CH2:13][C:12]=3[N:11]=[C:10]([CH:21]3[CH2:26][CH2:25][N:24]([C:27]4[N:32]=[CH:31][C:30]([CH2:33][NH:34][CH3:35])=[CH:29][N:28]=4)[CH2:23][CH2:22]3)[C:9]=2[CH:36]([F:47])[C:37]2[CH:42]=[CH:41][C:40]([C:43]([F:46])([F:45])[F:44])=[CH:39][CH:38]=2)[CH2:4][CH2:3]1.C(N(CC)CC)C.[CH3:56][S:57](Cl)(=[O:59])=[O:58].C(=O)([O-])O.[Na+], predict the reaction product. (2) Given the reactants O.[OH-].[Li+].[CH:4]1([C:9]2[S:10][CH:11]=[C:12]([C:14]([O:16]CC)=[O:15])[N:13]=2)[CH2:8][CH2:7][CH2:6][CH2:5]1.Cl, predict the reaction product. The product is: [CH:4]1([C:9]2[S:10][CH:11]=[C:12]([C:14]([OH:16])=[O:15])[N:13]=2)[CH2:5][CH2:6][CH2:7][CH2:8]1. (3) Given the reactants C(Cl)CCl.[N:5]1[C:14]2[NH:13][CH2:12][CH2:11][CH2:10][C:9]=2[CH:8]=[C:7](/[CH:15]=[CH:16]/[C:17]([OH:19])=O)[CH:6]=1.[CH3:20][N:21]1[C:29]2[C:24](=[CH:25][CH:26]=[CH:27][CH:28]=2)[CH:23]=[C:22]1[CH2:30][NH:31][CH3:32].C1C=CC2N(O)N=NC=2C=1.O.CCN(CC)CC, predict the reaction product. The product is: [CH3:32][N:31]([CH2:30][C:22]1[N:21]([CH3:20])[C:29]2[C:24]([CH:23]=1)=[CH:25][CH:26]=[CH:27][CH:28]=2)[C:17](=[O:19])/[CH:16]=[CH:15]/[C:7]1[CH:6]=[N:5][C:14]2[NH:13][CH2:12][CH2:11][CH2:10][C:9]=2[CH:8]=1. (4) Given the reactants [NH2:1][CH2:2][C:3]1[C:12](=[O:13])[C:11]2[C:6](=[CH:7][C:8]([Cl:14])=[CH:9][CH:10]=2)[N:5]([C:15]2[CH:20]=[CH:19][CH:18]=[CH:17][CH:16]=2)[CH:4]=1.[Cl:21][C:22]1[CH:38]=[CH:37][CH:36]=[CH:35][C:23]=1[CH2:24][N:25]1[CH:30]=[CH:29][C:28]([C:31](O)=[O:32])=[CH:27][C:26]1=[O:34], predict the reaction product. The product is: [Cl:14][C:8]1[CH:7]=[C:6]2[C:11]([C:12](=[O:13])[C:3]([CH2:2][NH:1][C:31]([C:28]3[CH:29]=[CH:30][N:25]([CH2:24][C:23]4[CH:35]=[CH:36][CH:37]=[CH:38][C:22]=4[Cl:21])[C:26](=[O:34])[CH:27]=3)=[O:32])=[CH:4][N:5]2[C:15]2[CH:16]=[CH:17][CH:18]=[CH:19][CH:20]=2)=[CH:10][CH:9]=1. (5) Given the reactants C[C:2]1[CH:3]=[C:4]([OH:10])[C:5]([O:8][CH3:9])=[CH:6][CH:7]=1.[C:11]([C:15]1[CH:16]=[C:17]([OH:21])[CH:18]=[CH:19][CH:20]=1)([CH3:14])([CH3:13])[CH3:12].[CH3:22]CO[Si](OCC)(OCC)C, predict the reaction product. The product is: [OH:10][C:4]1[C:5]([O:8][CH3:9])=[CH:6][C:7]([CH3:22])=[CH:2][C:3]=1[C:18]1[CH:19]=[CH:20][C:15]([C:11]([CH3:14])([CH3:12])[CH3:13])=[CH:16][C:17]=1[OH:21].